From a dataset of Full USPTO retrosynthesis dataset with 1.9M reactions from patents (1976-2016). Predict the reactants needed to synthesize the given product. (1) The reactants are: [NH:1]1[CH:5]=[CH:4][CH:3]=[C:2]1C(OC)=O.[C:10]([O-:13])(=[O:12])C.[Na+].[Br:15]Br.O1[CH2:22][CH2:21]OCC1. Given the product [CH2:21]([O:13][C:10]([C:4]1[CH:3]=[C:2]([Br:15])[NH:1][CH:5]=1)=[O:12])[CH3:22], predict the reactants needed to synthesize it. (2) Given the product [CH3:40][O:39][C:33]1[CH:32]=[C:31]([CH:36]=[CH:35][C:34]=1[O:37][CH3:38])[C:30]([NH:29][C:26]1[CH:25]=[CH:24][C:23]([C:20]([CH3:22])([CH3:21])[CH2:19][NH:18][C:15]([C:5]2[C:4]3[C:8](=[CH:9][CH:10]=[C:2]([F:1])[CH:3]=3)[N:7]([CH2:11][CH2:12][CH2:13][OH:14])[CH:6]=2)=[O:17])=[CH:28][CH:27]=1)=[O:41], predict the reactants needed to synthesize it. The reactants are: [F:1][C:2]1[CH:3]=[C:4]2[C:8](=[CH:9][CH:10]=1)[N:7]([CH2:11][CH2:12][CH2:13][OH:14])[CH:6]=[C:5]2[C:15]([OH:17])=O.[NH2:18][CH2:19][C:20]([C:23]1[CH:28]=[CH:27][C:26]([NH:29][C:30](=[O:41])[C:31]2[CH:36]=[CH:35][C:34]([O:37][CH3:38])=[C:33]([O:39][CH3:40])[CH:32]=2)=[CH:25][CH:24]=1)([CH3:22])[CH3:21].C1C=CC2N(O)N=NC=2C=1.C(Cl)CCl. (3) Given the product [CH2:35]([N:37]([CH2:41][CH3:42])[CH2:38][CH2:39][NH:40][C:31](=[O:32])[CH2:30][N:8]1[C:4]2=[N:5][CH:6]=[N:7][C:2]([NH2:1])=[C:3]2[C:10]([C:11]2[CH:16]=[CH:15][C:14]([NH:17][S:18]([C:21]3[CH:26]=[CH:25][CH:24]=[C:23]([Cl:27])[C:22]=3[Cl:28])(=[O:20])=[O:19])=[C:13]([F:29])[CH:12]=2)=[N:9]1)[CH3:36], predict the reactants needed to synthesize it. The reactants are: [NH2:1][C:2]1[N:7]=[CH:6][N:5]=[C:4]2[N:8]([CH2:30][C:31](OC)=[O:32])[N:9]=[C:10]([C:11]3[CH:16]=[CH:15][C:14]([NH:17][S:18]([C:21]4[CH:26]=[CH:25][CH:24]=[C:23]([Cl:27])[C:22]=4[Cl:28])(=[O:20])=[O:19])=[C:13]([F:29])[CH:12]=3)[C:3]=12.[CH2:35]([N:37]([CH2:41][CH3:42])[CH2:38][CH2:39][NH2:40])[CH3:36]. (4) The reactants are: [C:1]([O:5][C:6]([N:8]1[CH2:13][CH2:12][CH:11]([N:14]2[CH:18]=[C:17]([C:19]3[CH:20]=[N:21][CH:22]=[C:23](Br)[CH:24]=3)[CH:16]=[N:15]2)[CH2:10][CH2:9]1)=[O:7])([CH3:4])([CH3:3])[CH3:2].[F:26][C:27]1[CH:32]=[CH:31][CH:30]=[CH:29][C:28]=1[C:33]1[CH:34]=[C:35](B(O)O)[C:36]2[C:37]([N:42]=1)=[N:38][CH:39]=[CH:40][N:41]=2.C(=O)([O-])O.[Na+]. Given the product [C:1]([O:5][C:6]([N:8]1[CH2:13][CH2:12][CH:11]([N:14]2[CH:18]=[C:17]([C:19]3[CH:20]=[N:21][CH:22]=[C:23]([C:35]4[C:36]5[C:37](=[N:38][CH:39]=[CH:40][N:41]=5)[N:42]=[C:33]([C:28]5[CH:29]=[CH:30][CH:31]=[CH:32][C:27]=5[F:26])[CH:34]=4)[CH:24]=3)[CH:16]=[N:15]2)[CH2:10][CH2:9]1)=[O:7])([CH3:4])([CH3:3])[CH3:2], predict the reactants needed to synthesize it. (5) Given the product [Cl:1][C:2]1[CH:7]=[CH:6][CH:5]=[C:4]([F:8])[C:3]=1[C:9]1[NH:10][C:11](=[O:21])[N:12]([C:14]2[CH:19]=[CH:18][C:17]([NH:27][C:26]3[CH:28]=[CH:29][CH:30]=[C:24]([C:23]([F:22])([F:31])[F:32])[CH:25]=3)=[CH:16][CH:15]=2)[N:13]=1, predict the reactants needed to synthesize it. The reactants are: [Cl:1][C:2]1[CH:7]=[CH:6][CH:5]=[C:4]([F:8])[C:3]=1[C:9]1[NH:10][C:11](=[O:21])[N:12]([C:14]2[CH:19]=[CH:18][C:17](I)=[CH:16][CH:15]=2)[N:13]=1.[F:22][C:23]([F:32])([F:31])[C:24]1[CH:25]=[C:26]([CH:28]=[CH:29][CH:30]=1)[NH2:27].CC([O-])(C)C.[Na+].CC1(C)C2C=CC=C(P(C3C=CC=CC=3)C3C=CC=CC=3)C=2OC2C1=CC=CC=2P(C1C=CC=CC=1)C1C=CC=CC=1. (6) Given the product [Cl:1][C:2]1[CH:10]=[CH:9][CH:8]=[C:7]2[C:3]=1[C:4]([C:27]([NH2:31])=[O:28])=[N:5][N:6]2[C:11]1[CH:16]=[CH:15][CH:14]=[C:13]([C:17]#[C:18][C@:19]2([OH:26])[CH2:23][CH2:22][N:21]([CH3:24])[C:20]2=[O:25])[CH:12]=1, predict the reactants needed to synthesize it. The reactants are: [Cl:1][C:2]1[CH:10]=[CH:9][CH:8]=[C:7]2[C:3]=1[C:4]([C:27](OC)=[O:28])=[N:5][N:6]2[C:11]1[CH:16]=[CH:15][CH:14]=[C:13]([C:17]#[C:18][C@:19]2([OH:26])[CH2:23][CH2:22][N:21]([CH3:24])[C:20]2=[O:25])[CH:12]=1.[NH3:31]. (7) Given the product [C:4]([C:3]1[C:2]([N:1]=[CH:19][N:20]([CH3:22])[CH3:21])=[C:9]([N+:10]([O-:12])=[O:11])[C:8]([CH3:13])=[C:7]([N+:14]([O-:16])=[O:15])[CH:6]=1)#[N:5], predict the reactants needed to synthesize it. The reactants are: [NH2:1][C:2]1[C:9]([N+:10]([O-:12])=[O:11])=[C:8]([CH3:13])[C:7]([N+:14]([O-:16])=[O:15])=[CH:6][C:3]=1[C:4]#[N:5].CO[CH:19](OC)[N:20]([CH3:22])[CH3:21]. (8) Given the product [C:1]([O:5][C:6](=[O:31])[NH:7][C:8]1[S:9][C:10]2[CH2:19][CH2:18][C:17]([OH:20])([C:36]([F:39])([F:38])[F:37])[C:16]3[C:12](=[CH:13][N:14]([CH2:21][C:22]4[CH:23]=[CH:24][C:25]([O:28][CH3:29])=[CH:26][CH:27]=4)[N:15]=3)[C:11]=2[N:30]=1)([CH3:4])([CH3:2])[CH3:3], predict the reactants needed to synthesize it. The reactants are: [C:1]([O:5][C:6](=[O:31])[NH:7][C:8]1[S:9][C:10]2[CH2:19][CH2:18][C:17](=[O:20])[C:16]3[C:12](=[CH:13][N:14]([CH2:21][C:22]4[CH:27]=[CH:26][C:25]([O:28][CH3:29])=[CH:24][CH:23]=4)[N:15]=3)[C:11]=2[N:30]=1)([CH3:4])([CH3:3])[CH3:2].[Si]([C:36]([F:39])([F:38])[F:37])(C)(C)C.[F-].[Cs+].Cl. (9) Given the product [CH3:1][O:2][C:3]([C@@H:5]1[CH2:10][CH2:9][N:8]([S:11]([C:14]2[CH:15]=[CH:16][C:17]([CH3:20])=[CH:18][CH:19]=2)(=[O:12])=[O:13])[C@@H:7]([C:21]([OH:23])=[O:22])[CH2:6]1)=[O:4].[ClH:24].[CH3:25][O:26][C:27]([C@@H:29]1[CH2:34][CH2:33][NH:32][C@@H:31]([C:35]([OH:37])=[O:36])[CH2:30]1)=[O:28].[CH3:20][C:17]1[CH:18]=[CH:19][C:14]([S:11]([Cl:24])(=[O:13])=[O:12])=[CH:15][CH:16]=1, predict the reactants needed to synthesize it. The reactants are: [CH3:1][O:2][C:3]([C@H:5]1[CH2:10][CH2:9][N:8]([S:11]([C:14]2[CH:19]=[CH:18][C:17]([CH3:20])=[CH:16][CH:15]=2)(=[O:13])=[O:12])[C@H:7]([C:21]([OH:23])=[O:22])[CH2:6]1)=[O:4].[ClH:24].[CH3:25][O:26][C:27]([C@H:29]1[CH2:34][CH2:33][NH:32][C@H:31]([C:35]([OH:37])=[O:36])[CH2:30]1)=[O:28]. (10) Given the product [CH2:14]([O:13][C@@H:12]1[C@H:23]([OH:24])[C@@H:25]([CH2:27][OH:28])[O:26][C@H:11]1[N:8]1[C:9]2[N:10]=[C:2]([NH2:1])[NH:3][C:4](=[O:42])[C:5]=2[N:6]=[CH:7]1)[CH2:15][CH2:16][CH2:17][CH2:18][CH2:19][CH2:20][CH2:21][CH3:22], predict the reactants needed to synthesize it. The reactants are: [NH2:1][C:2]1[N:10]=[C:9]2[C:5]([N:6]=[CH:7][N:8]2[C@@H:11]2[O:26][C@H:25]([CH2:27][OH:28])[C@@H:23]([OH:24])[C@H:12]2[O:13][CH2:14][CH2:15][CH2:16][CH2:17][CH2:18][CH2:19][CH2:20][CH2:21][CH3:22])=[C:4](N)[N:3]=1.NC1N=C2C(N=CN2[C@@H]2O[C@H](CO)[C@@H](OCCCCCCCCC)[C@H]2[OH:42])=C(N)N=1.CS(C)=O.[C@@H]1(N2C3N=CN=C(N)C=3N=C2)O[C@H](CO)[C@@H](O)[C@H]1O.